Dataset: TCR-epitope binding with 47,182 pairs between 192 epitopes and 23,139 TCRs. Task: Binary Classification. Given a T-cell receptor sequence (or CDR3 region) and an epitope sequence, predict whether binding occurs between them. (1) The epitope is TAFTIPSI. The TCR CDR3 sequence is CASSWTGNTEAFF. Result: 0 (the TCR does not bind to the epitope). (2) The epitope is ATDALMTGY. The TCR CDR3 sequence is CASSIGGWRAEATNEKLFF. Result: 1 (the TCR binds to the epitope).